The task is: Predict which catalyst facilitates the given reaction.. This data is from Catalyst prediction with 721,799 reactions and 888 catalyst types from USPTO. (1) Product: [NH2:1][C:4]1[CH:5]=[C:6]([NH:10][C:11]2[C:16]([F:17])=[CH:15][N:14]=[C:13]([NH:18][C:19]3[CH:20]=[CH:21][C:22]4[O:27][CH2:26][CH:25]=[N:24][C:23]=4[CH:29]=3)[N:12]=2)[CH:7]=[CH:8][CH:9]=1. Reactant: [N+:1]([C:4]1[CH:5]=[C:6]([NH:10][C:11]2[C:16]([F:17])=[CH:15][N:14]=[C:13]([NH:18][C:19]3[CH:20]=[CH:21][C:22]4[O:27][CH2:26][C:25](=O)[NH:24][C:23]=4[CH:29]=3)[N:12]=2)[CH:7]=[CH:8][CH:9]=1)([O-])=O.Cl. The catalyst class is: 50. (2) Reactant: NC1C=CN=CC=1[Cl:8].[N:18]1(C(N2[CH:20]=[CH:19][N:18]=[CH:17]2)=S)[CH:19]=[CH:20]N=[CH:17]1.[Cl:21][C:22]1[CH:27]=[CH:26][CH:25]=[C:24]([Cl:28])[C:23]=1[C:29]1[NH:30][C:31]2[CH:37]=[C:36]([C:38]([NH:40][NH2:41])=[O:39])[CH:35]=[CH:34][C:32]=2[N:33]=1.[CH3:42][CH2:43][N:44]=[C:45]=NCCCN(C)C. Product: [Cl:8][C:45]1[CH:20]=[C:19]([NH:18][C:17]2[O:39][C:38]([C:36]3[CH:35]=[CH:34][C:32]4[N:33]=[C:29]([C:23]5[C:24]([Cl:28])=[CH:25][CH:26]=[CH:27][C:22]=5[Cl:21])[NH:30][C:31]=4[CH:37]=3)=[N:40][N:41]=2)[CH:42]=[CH:43][N:44]=1. The catalyst class is: 31.